From a dataset of Merck oncology drug combination screen with 23,052 pairs across 39 cell lines. Regression. Given two drug SMILES strings and cell line genomic features, predict the synergy score measuring deviation from expected non-interaction effect. (1) Drug 1: C=CCn1c(=O)c2cnc(Nc3ccc(N4CCN(C)CC4)cc3)nc2n1-c1cccc(C(C)(C)O)n1. Drug 2: O=C(O)C1(Cc2cccc(Nc3nccs3)n2)CCC(Oc2cccc(Cl)c2F)CC1. Cell line: NCIH520. Synergy scores: synergy=4.17. (2) Drug 1: O=P1(N(CCCl)CCCl)NCCCO1. Drug 2: COC1CC2CCC(C)C(O)(O2)C(=O)C(=O)N2CCCCC2C(=O)OC(C(C)CC2CCC(OP(C)(C)=O)C(OC)C2)CC(=O)C(C)C=C(C)C(O)C(OC)C(=O)C(C)CC(C)C=CC=CC=C1C. Cell line: SKMEL30. Synergy scores: synergy=34.5. (3) Drug 1: O=P1(N(CCCl)CCCl)NCCCO1. Drug 2: CNC(=O)c1cc(Oc2ccc(NC(=O)Nc3ccc(Cl)c(C(F)(F)F)c3)cc2)ccn1. Cell line: NCIH23. Synergy scores: synergy=4.63. (4) Drug 1: CC(=O)OC1C(=O)C2(C)C(O)CC3OCC3(OC(C)=O)C2C(OC(=O)c2ccccc2)C2(O)CC(OC(=O)C(O)C(NC(=O)c3ccccc3)c3ccccc3)C(C)=C1C2(C)C. Drug 2: O=C(CCCCCCC(=O)Nc1ccccc1)NO. Cell line: NCIH1650. Synergy scores: synergy=-0.871. (5) Drug 1: C=CCn1c(=O)c2cnc(Nc3ccc(N4CCN(C)CC4)cc3)nc2n1-c1cccc(C(C)(C)O)n1. Drug 2: COC1CC2CCC(C)C(O)(O2)C(=O)C(=O)N2CCCCC2C(=O)OC(C(C)CC2CCC(OP(C)(C)=O)C(OC)C2)CC(=O)C(C)C=C(C)C(O)C(OC)C(=O)C(C)CC(C)C=CC=CC=C1C. Cell line: SKMEL30. Synergy scores: synergy=29.8. (6) Drug 1: C=CCn1c(=O)c2cnc(Nc3ccc(N4CCN(C)CC4)cc3)nc2n1-c1cccc(C(C)(C)O)n1. Drug 2: Cc1nc(Nc2ncc(C(=O)Nc3c(C)cccc3Cl)s2)cc(N2CCN(CCO)CC2)n1. Cell line: LNCAP. Synergy scores: synergy=24.7. (7) Drug 1: CCC1=CC2CN(C1)Cc1c([nH]c3ccccc13)C(C(=O)OC)(c1cc3c(cc1OC)N(C)C1C(O)(C(=O)OC)C(OC(C)=O)C4(CC)C=CCN5CCC31C54)C2. Drug 2: C#Cc1cccc(Nc2ncnc3cc(OCCOC)c(OCCOC)cc23)c1. Cell line: HT29. Synergy scores: synergy=-13.1.